Dataset: CYP3A4 inhibition data for predicting drug metabolism from PubChem BioAssay. Task: Regression/Classification. Given a drug SMILES string, predict its absorption, distribution, metabolism, or excretion properties. Task type varies by dataset: regression for continuous measurements (e.g., permeability, clearance, half-life) or binary classification for categorical outcomes (e.g., BBB penetration, CYP inhibition). Dataset: cyp3a4_veith. (1) The drug is O=P(C(c1ccc2c(c1)OCO2)N1CCOCC1)(N1CCOCC1)N1CCOCC1. The result is 1 (inhibitor). (2) The result is 1 (inhibitor). The molecule is O=C(Cn1c(SCC(=O)N2CCc3ccccc3C2)nc2ccccc21)NC1CCCC1. (3) The molecule is CC(=O)c1ccc2c(c1)N(CCCN(C)C)c1ccccc1S2. The result is 0 (non-inhibitor).